The task is: Predict the reactants needed to synthesize the given product.. This data is from Full USPTO retrosynthesis dataset with 1.9M reactions from patents (1976-2016). (1) Given the product [CH3:1][C:2]1[N:7]=[C:6]([NH2:8])[CH:5]=[CH:4][C:3]=1[NH2:9], predict the reactants needed to synthesize it. The reactants are: [CH3:1][C:2]1[N:7]=[C:6]([NH2:8])[CH:5]=[CH:4][C:3]=1[N+:9]([O-])=O. (2) Given the product [CH2:1]([N:8]1[CH2:13][CH2:12][CH:11]([O:14][C:15]2[N:16]=[C:17]([NH2:37])[CH:18]=[CH:19][CH:20]=2)[CH2:10][C:9]1([CH3:23])[CH3:22])[C:2]1[CH:7]=[CH:6][CH:5]=[CH:4][CH:3]=1, predict the reactants needed to synthesize it. The reactants are: [CH2:1]([N:8]1[CH2:13][CH2:12][CH:11]([O:14][C:15]2[CH:20]=[CH:19][CH:18]=[C:17](Cl)[N:16]=2)[CH2:10][C:9]1([CH3:23])[CH3:22])[C:2]1[CH:7]=[CH:6][CH:5]=[CH:4][CH:3]=1.C(=[NH:37])(C1C=CC=CC=1)C1C=CC=CC=1.CC(C)([O-])C.[Na+].C1(P(C2C=CC=CC=2)C2C=CC3C(=CC=CC=3)C=2C2C3C(=CC=CC=3)C=CC=2P(C2C=CC=CC=2)C2C=CC=CC=2)C=CC=CC=1. (3) Given the product [Cl:54][C:55]1[CH:60]=[CH:59][CH:58]=[CH:57][C:56]=1[NH:61][C:62](=[O:63])[NH:32][C:33]1[CH:34]=[CH:35][C:36]([C:39]2[O:43][C:42]([CH:44]3[CH2:45][CH2:46][CH:47]([C:50]([O:52][CH3:53])=[O:51])[CH2:48][CH2:49]3)=[N:41][CH:40]=2)=[CH:37][CH:38]=1, predict the reactants needed to synthesize it. The reactants are: FC(F)(F)C1C=C(NC(=O)NC2C=CC(C3SC(CCC(OC)=O)=NC=3)=CC=2)C=CC=1.[NH2:32][C:33]1[CH:38]=[CH:37][C:36]([C:39]2[O:43][C:42]([CH:44]3[CH2:49][CH2:48][CH:47]([C:50]([O:52][CH3:53])=[O:51])[CH2:46][CH2:45]3)=[N:41][CH:40]=2)=[CH:35][CH:34]=1.[Cl:54][C:55]1[CH:60]=[CH:59][CH:58]=[CH:57][C:56]=1[N:61]=[C:62]=[O:63]. (4) Given the product [OH:1][C@H:2]1[CH2:7][CH2:6][NH:5][CH2:4][C@H:3]1[CH2:15][NH:16][C:17](=[O:18])[O:19][CH2:20][C:21]1[CH:26]=[CH:25][CH:24]=[CH:23][CH:22]=1, predict the reactants needed to synthesize it. The reactants are: [OH:1][C@H:2]1[CH2:7][CH2:6][N:5](C(OC(C)(C)C)=O)[CH2:4][C@H:3]1[CH2:15][NH:16][C:17]([O:19][CH2:20][C:21]1[CH:26]=[CH:25][CH:24]=[CH:23][CH:22]=1)=[O:18]. (5) Given the product [F:18][C:1]([F:17])([O:6][C:7]([F:15])([F:16])[C:8]([F:9])([F:10])[S:11]([O-:14])(=[O:13])=[O:12])[C:2]([F:5])([F:4])[F:3].[Li+:20], predict the reactants needed to synthesize it. The reactants are: [C:1]([F:18])([F:17])([O:6][C:7]([F:16])([F:15])[C:8]([S:11]([OH:14])(=[O:13])=[O:12])([F:10])[F:9])[C:2]([F:5])([F:4])[F:3].[OH-].[Li+:20]. (6) The reactants are: ClC(Cl)(Cl)[C:3]([C:5]1[NH:6][CH:7]=[CH:8][CH:9]=1)=[O:4].C([O-])([O-])=O.[K+].[K+].Br[CH2:19][C:20](=[O:23])[CH2:21][CH3:22]. Given the product [CH2:21]([C:20]1[O:23][C:3](=[O:4])[C:5]2=[CH:9][CH:8]=[CH:7][N:6]2[CH:19]=1)[CH3:22], predict the reactants needed to synthesize it. (7) Given the product [Cl-:1].[Cl:1][C:2]1[CH:22]=[CH:21][CH:20]=[CH:19][C:3]=1[CH2:4][N:5]1[C:13](=[O:14])[C:12]2[C:7](=[CH:8][CH:9]=[C:10]([C:15]([NH:30][CH2:29][CH2:28][NH+:23]3[CH2:27][CH2:26][CH2:25][CH2:24]3)=[O:17])[CH:11]=2)[C:6]1=[O:18], predict the reactants needed to synthesize it. The reactants are: [Cl:1][C:2]1[CH:22]=[CH:21][CH:20]=[CH:19][C:3]=1[CH2:4][N:5]1[C:13](=[O:14])[C:12]2[C:7](=[CH:8][CH:9]=[C:10]([C:15]([OH:17])=O)[CH:11]=2)[C:6]1=[O:18].[N:23]1([CH2:28][CH2:29][NH2:30])[CH2:27][CH2:26][CH2:25][CH2:24]1.